This data is from Experimentally validated miRNA-target interactions with 360,000+ pairs, plus equal number of negative samples. The task is: Binary Classification. Given a miRNA mature sequence and a target amino acid sequence, predict their likelihood of interaction. The miRNA is mmu-miR-741-3p with sequence UGAGAGAUGCCAUUCUAUGUAGA. The protein sequence of the target gene is MAKYLAQIIVMGVQVVGRAFARALRQEFAASRAAADARGRAGHRSAAASNLSGLSLQEAQQILNVSKLSPEEVQKNYEHLFKVNDKSVGGSFYLQSKVVRAKERLDEELKIQAQEDREKGQMPHT. Result: 0 (no interaction).